This data is from Catalyst prediction with 721,799 reactions and 888 catalyst types from USPTO. The task is: Predict which catalyst facilitates the given reaction. (1) Reactant: Cl[C:2]1[CH:7]=[C:6]([O:8][CH2:9][C:10]#[C:11][CH3:12])[N:5]=[CH:4][N:3]=1.[C:13]1([SH:19])[CH:18]=[CH:17][CH:16]=[CH:15][CH:14]=1.[Cl-].[NH4+]. Product: [CH2:9]([O:8][C:6]1[CH:7]=[C:2]([S:19][C:13]2[CH:18]=[CH:17][CH:16]=[CH:15][CH:14]=2)[N:3]=[CH:4][N:5]=1)[C:10]#[C:11][CH3:12]. The catalyst class is: 542. (2) Reactant: [N:1]([CH:4]1[CH2:9][CH2:8][CH2:7][CH:6]=[CH:5]1)=[N+:2]=[N-:3].[F:10][CH:11]([F:28])[C:12]1[CH:17]=[CH:16][N:15]=[C:14]([NH:18][C:19]2[CH:24]=[C:23]([CH3:25])[CH:22]=[C:21]([C:26]#[CH:27])[CH:20]=2)[N:13]=1.O=C1O[C@H]([C@H](CO)O)C([O-])=C1O.[Na+]. Product: [CH:4]1([N:1]2[CH:27]=[C:26]([C:21]3[CH:20]=[C:19]([NH:18][C:14]4[N:13]=[C:12]([CH:11]([F:10])[F:28])[CH:17]=[CH:16][N:15]=4)[CH:24]=[C:23]([CH3:25])[CH:22]=3)[N:3]=[N:2]2)[CH2:9][CH2:8][CH2:7][CH:6]=[CH:5]1. The catalyst class is: 664. (3) Reactant: [CH2:1]([C@H:3]1[C:7]2=[N:8][CH:9]=[C:10]([C:12](=[O:28])[NH:13][C@H:14]([C:17]3[CH:22]=[CH:21][C:20]([S:23]([CH2:26][CH3:27])(=[O:25])=[O:24])=[CH:19][CH:18]=3)[CH2:15][OH:16])[CH:11]=[C:6]2[CH2:5][N:4]1C(OC(C)(C)C)=O)[CH3:2].Cl.C(OCC)(=O)C. Product: [CH2:1]([C@H:3]1[C:7]2=[N:8][CH:9]=[C:10]([C:12]([NH:13][C@H:14]([C:17]3[CH:22]=[CH:21][C:20]([S:23]([CH2:26][CH3:27])(=[O:25])=[O:24])=[CH:19][CH:18]=3)[CH2:15][OH:16])=[O:28])[CH:11]=[C:6]2[CH2:5][NH:4]1)[CH3:2]. The catalyst class is: 2. (4) The catalyst class is: 2. Reactant: [CH3:1][O:2][C:3]1[CH:4]=[C:5]([CH:8]=[C:9]([O:11][CH3:12])[CH:10]=1)[CH2:6]O.P(Br)(Br)[Br:14]. Product: [CH3:1][O:2][C:3]1[CH:4]=[C:5]([CH:8]=[C:9]([O:11][CH3:12])[CH:10]=1)[CH2:6][Br:14].